This data is from Reaction yield outcomes from USPTO patents with 853,638 reactions. The task is: Predict the reaction yield, written as a fraction of the theoretical maximum amount of product (1.0 means a 100% yield; for example, 0.34 means a 34% yield). (1) The reactants are [C:1]1([CH:7]([C:17]2[CH:22]=[CH:21][CH:20]=[CH:19][CH:18]=2)[N:8]2[C:16]3[C:11](=[N:12][CH:13]=[CH:14][CH:15]=3)[CH:10]=[CH:9]2)[CH:6]=[CH:5][CH:4]=[CH:3][CH:2]=1.[Br-:23].[Br-:24].[Br-].[NH+]1C=CC=CC=1.[NH+]1C=CC=CC=1.[NH+]1C=CC=CC=1.C([OH:48])(C)(C)C. The catalyst is O. The product is [Br:23][C:10]1([Br:24])[C:11]2=[N:12][CH:13]=[CH:14][CH:15]=[C:16]2[N:8]([CH:7]([C:1]2[CH:6]=[CH:5][CH:4]=[CH:3][CH:2]=2)[C:17]2[CH:22]=[CH:21][CH:20]=[CH:19][CH:18]=2)[C:9]1=[O:48]. The yield is 0.710. (2) The reactants are C1([NH:7][C:8]([C:10]2[C:11](=[O:30])[N:12]([CH2:22][C:23]3[CH:28]=[CH:27][C:26]([F:29])=[CH:25][CH:24]=3)[C:13]3[C:18]([C:19]=2O)=[CH:17][C:16]([F:21])=[CH:15][CH:14]=3)=O)CCCCC1.P(Cl)(Cl)([Cl:33])=O. No catalyst specified. The product is [Cl:33][C:19]1[C:18]2[C:13](=[CH:14][CH:15]=[C:16]([F:21])[CH:17]=2)[N:12]([CH2:22][C:23]2[CH:28]=[CH:27][C:26]([F:29])=[CH:25][CH:24]=2)[C:11](=[O:30])[C:10]=1[C:8]#[N:7]. The yield is 0.500. (3) The reactants are [Li+].[OH-].C([O:5][C:6]([C:8]1[C:9]([O:23][CH2:24][CH3:25])=[N:10][C:11]2[C:16]([C:17]=1[CH3:18])=[CH:15][CH:14]=[C:13]([C:19]([F:22])([F:21])[F:20])[CH:12]=2)=[O:7])C. The catalyst is CO.C1COCC1. The product is [CH2:24]([O:23][C:9]1[C:8]([C:6]([OH:7])=[O:5])=[C:17]([CH3:18])[C:16]2[C:11](=[CH:12][C:13]([C:19]([F:22])([F:20])[F:21])=[CH:14][CH:15]=2)[N:10]=1)[CH3:25]. The yield is 0.950. (4) The reactants are [CH3:1][C:2]1[CH2:3][C:4]2[C:9]([CH:10]=1)=[C:8]([C:11]1[CH:16]=[CH:15][CH:14]=[CH:13][CH:12]=1)[CH:7]=[CH:6][CH:5]=2.[Li:17]CCCC. No catalyst specified. The product is [CH3:1][C:2]1[CH-:3][C:4]2[C:9]([CH:10]=1)=[C:8]([C:11]1[CH:16]=[CH:15][CH:14]=[CH:13][CH:12]=1)[CH:7]=[CH:6][CH:5]=2.[Li+:17]. The yield is 0.890. (5) The reactants are [O:1]1[C:5]2([CH2:10][CH2:9][CH:8]([N:11]3[C:20]4[C:15](=[CH:16][CH:17]=[CH:18][CH:19]=4)[CH2:14][CH2:13][CH2:12]3)[CH2:7][CH2:6]2)[O:4][CH2:3][CH2:2]1.[Br:21]N1C(=O)CCC1=O. The catalyst is CN(C=O)C.O. The product is [Br:21][C:17]1[CH:16]=[C:15]2[C:20](=[CH:19][CH:18]=1)[N:11]([CH:8]1[CH2:7][CH2:6][C:5]3([O:4][CH2:3][CH2:2][O:1]3)[CH2:10][CH2:9]1)[CH2:12][CH2:13][CH2:14]2. The yield is 0.920.